Dataset: Reaction yield outcomes from USPTO patents with 853,638 reactions. Task: Predict the reaction yield, written as a fraction of the theoretical maximum amount of product (1.0 means a 100% yield; for example, 0.34 means a 34% yield). (1) The reactants are [CH2:1]([O:3][P:4]([C:9]1[S:10][C:11]([CH:14]2N(C)CCN2C)=[CH:12][CH:13]=1)(=[O:8])[O:5][CH2:6][CH3:7])[CH3:2].S(=O)(=O)(O)[OH:22]. The catalyst is O. The product is [CH2:6]([O:5][P:4]([C:9]1[S:10][C:11]([CH:14]=[O:22])=[CH:12][CH:13]=1)(=[O:8])[O:3][CH2:1][CH3:2])[CH3:7]. The yield is 0.483. (2) The reactants are Cl[CH2:2][CH2:3][CH2:4][O:5][C:6]1[CH:11]=[CH:10][C:9]([C:12]2[S:13][C:14]3[CH2:19][CH2:18][CH:17]([NH:20][C:21](=[O:30])[O:22][CH2:23][C:24]4[CH:29]=[CH:28][CH:27]=[CH:26][CH:25]=4)[C:15]=3[N:16]=2)=[CH:8][CH:7]=1.C(=O)([O-])[O-].[K+].[K+].[I-].[Na+].[CH3:39][CH:40]1[CH2:44][CH2:43][CH2:42][NH:41]1. The catalyst is C(#N)C. The product is [CH3:39][CH:40]1[CH2:44][CH2:43][CH2:42][N:41]1[CH2:2][CH2:3][CH2:4][O:5][C:6]1[CH:11]=[CH:10][C:9]([C:12]2[S:13][C:14]3[CH2:19][CH2:18][CH:17]([NH:20][C:21](=[O:30])[O:22][CH2:23][C:24]4[CH:29]=[CH:28][CH:27]=[CH:26][CH:25]=4)[C:15]=3[N:16]=2)=[CH:8][CH:7]=1. The yield is 0.640. (3) The reactants are [CH3:1][C:2]1[CH:3]=[C:4]([NH:9][C:10](=[O:13])[CH2:11][CH3:12])[CH:5]=[CH:6][C:7]=1[CH3:8].[CH:14]1[CH:19]=[C:18]2[C:20]([C:22](O)([OH:25])[C:23](=[O:24])[C:17]2=[CH:16][CH:15]=1)=[O:21]. The catalyst is S(=O)(=O)(O)O. The product is [OH:25][C:22]1([C:5]2[CH:6]=[C:7]([CH3:8])[C:2]([CH3:1])=[CH:3][C:4]=2[NH:9][C:10](=[O:13])[CH2:11][CH3:12])[C:23](=[O:24])[C:17]2[C:18](=[CH:19][CH:14]=[CH:15][CH:16]=2)[C:20]1=[O:21]. The yield is 0.450. (4) The reactants are OC(C(F)(F)F)=O.[C:8]1([C:14]2[CH:19]=[C:18]([CH:20]3[CH2:25][CH2:24][NH:23][CH2:22][CH2:21]3)[CH:17]=[CH:16][C:15]=2[NH:26][C:27]([C:29]2[N:30]([CH2:36][O:37][CH2:38][CH2:39][Si:40]([CH3:43])([CH3:42])[CH3:41])[CH:31]=[C:32]([C:34]#[N:35])[N:33]=2)=[O:28])[CH2:13][CH2:12][CH2:11][CH2:10][CH:9]=1.C([O-])([O-])=O.[K+].[K+].[I-].[Na+].Cl.Cl[CH2:54][CH2:55][N:56]1[CH2:61][CH2:60][O:59][CH2:58][CH2:57]1. The catalyst is CCOC(C)=O.CN(C)C(=O)C. The product is [C:8]1([C:14]2[CH:19]=[C:18]([CH:20]3[CH2:25][CH2:24][N:23]([CH2:54][CH2:55][N:56]4[CH2:61][CH2:60][O:59][CH2:58][CH2:57]4)[CH2:22][CH2:21]3)[CH:17]=[CH:16][C:15]=2[NH:26][C:27]([C:29]2[N:30]([CH2:36][O:37][CH2:38][CH2:39][Si:40]([CH3:43])([CH3:42])[CH3:41])[CH:31]=[C:32]([C:34]#[N:35])[N:33]=2)=[O:28])[CH2:13][CH2:12][CH2:11][CH2:10][CH:9]=1. The yield is 0.780. (5) The reactants are [Cl:1][CH2:2][C:3](=[O:13])[CH2:4][C:5]1[CH:10]=[CH:9][C:8](Cl)=[C:7](Cl)[CH:6]=1.[Cl:14]C1C=CC=CC=1CCl.II.ClCC(Cl)=O. The catalyst is [Zn].C1C=CC([P]([Pd]([P](C2C=CC=CC=2)(C2C=CC=CC=2)C2C=CC=CC=2)([P](C2C=CC=CC=2)(C2C=CC=CC=2)C2C=CC=CC=2)[P](C2C=CC=CC=2)(C2C=CC=CC=2)C2C=CC=CC=2)(C2C=CC=CC=2)C2C=CC=CC=2)=CC=1. The product is [Cl:1][CH2:2][C:3](=[O:13])[CH2:4][C:5]1[CH:10]=[CH:9][CH:8]=[CH:7][C:6]=1[Cl:14]. The yield is 0.220. (6) The reactants are [OH:1][C:2]1[CH:11]=[CH:10][C:5]([C:6]([NH:8][NH2:9])=[O:7])=[CH:4][CH:3]=1.[CH2:12]([C:14]1[O:18][C:17]([CH:19]=O)=[CH:16][CH:15]=1)[CH3:13]. The catalyst is C(O)(=O)C.CCO. The product is [CH2:12]([C:14]1[O:18][C:17]([CH:19]=[N:9][NH:8][C:6](=[O:7])[C:5]2[CH:10]=[CH:11][C:2]([OH:1])=[CH:3][CH:4]=2)=[CH:16][CH:15]=1)[CH3:13]. The yield is 0.850. (7) The reactants are [CH2:1]([O:8][C:9]1[C:13]([O:14][CH2:15][C:16]2[CH:21]=[CH:20][CH:19]=[CH:18][CH:17]=2)=[C:12]([C:22](=[O:26])[N:23]([CH3:25])[CH3:24])[N:11]([C:27]2[CH:32]=[CH:31][C:30]([OH:33])=[CH:29][CH:28]=2)[C:10]=1[C:34]([O:36][CH2:37][CH3:38])=[O:35])[C:2]1[CH:7]=[CH:6][CH:5]=[CH:4][CH:3]=1.Cl.Cl[CH2:41][CH2:42][CH2:43][N:44]1[CH2:49][CH2:48][O:47][CH2:46][CH2:45]1.C([O-])([O-])=O.[K+].[K+]. The catalyst is CN(C=O)C. The product is [CH2:1]([O:8][C:9]1[C:13]([O:14][CH2:15][C:16]2[CH:21]=[CH:20][CH:19]=[CH:18][CH:17]=2)=[C:12]([C:22](=[O:26])[N:23]([CH3:25])[CH3:24])[N:11]([C:27]2[CH:32]=[CH:31][C:30]([O:33][CH2:41][CH2:42][CH2:43][N:44]3[CH2:49][CH2:48][O:47][CH2:46][CH2:45]3)=[CH:29][CH:28]=2)[C:10]=1[C:34]([O:36][CH2:37][CH3:38])=[O:35])[C:2]1[CH:7]=[CH:6][CH:5]=[CH:4][CH:3]=1. The yield is 0.570. (8) The reactants are O[Li:2].O.[NH2:4][C:5]1[N:14]=[CH:13][C:12]([Cl:15])=[CH:11][C:6]=1[C:7]([O:9]C)=[O:8]. The catalyst is O.CO. The product is [NH2:4][C:5]1[N:14]=[CH:13][C:12]([Cl:15])=[CH:11][C:6]=1[C:7]([O-:9])=[O:8].[Li+:2]. The yield is 0.950. (9) The reactants are [F:1][C:2]([F:14])([F:13])[C:3]1[CH:11]=[CH:10][CH:9]=[C:5]([C:6]([OH:8])=O)[C:4]=1[NH2:12].O=S(Cl)Cl.[Cl:19][C:20]1[CH:26]=[CH:25][CH:24]=[CH:23][C:21]=1[NH2:22].C(Cl)(Cl)Cl. The catalyst is C1C=CC=CC=1. The product is [NH2:12][C:4]1[C:3]([C:2]([F:1])([F:14])[F:13])=[CH:11][CH:10]=[CH:9][C:5]=1[C:6]([NH:22][C:21]1[CH:23]=[CH:24][CH:25]=[CH:26][C:20]=1[Cl:19])=[O:8]. The yield is 0.780. (10) The reactants are [OH:1][C:2]1[C:10]([CH3:11])=[CH:9][C:5]([C:6](O)=O)=[CH:4][C:3]=1[CH3:12].C(Cl)(=O)C(Cl)=O.CN(C=O)C.[NH2:24][C:25]1[CH:33]=[CH:32][C:31]([Br:34])=[CH:30][C:26]=1[C:27]([NH2:29])=[O:28]. The catalyst is C(Cl)Cl. The product is [Br:34][C:31]1[CH:30]=[C:26]2[C:25](=[CH:33][CH:32]=1)[N:24]=[C:6]([C:5]1[CH:9]=[C:10]([CH3:11])[C:2]([OH:1])=[C:3]([CH3:12])[CH:4]=1)[NH:29][C:27]2=[O:28]. The yield is 0.900.